The task is: Predict which catalyst facilitates the given reaction.. This data is from Catalyst prediction with 721,799 reactions and 888 catalyst types from USPTO. Reactant: C1(P(=[O:20])(C2C=CC=CC=2)C2C=CC=CC=2)C=CC=CC=1.FC(F)(F)S(OS(C(F)(F)F)(=O)=O)(=O)=O.C([S:43][CH:44]([CH2:77][N:78]1[CH2:83][CH2:82][S:81][CH2:80][CH2:79]1)[CH2:45][NH:46][C:47]([C:49]1[NH:50][C:51]2[C:56]([CH:57]=1)=[CH:55][C:54]([O:58][CH2:59][CH2:60][O:61][CH3:62])=[CH:53][C:52]=2[N:63]([CH2:73][CH:74]1[CH2:76][CH2:75]1)[S:64]([C:67]1[CH:72]=[CH:71][CH:70]=[CH:69][N:68]=1)(=[O:66])=[O:65])=O)C1C=CC=CC=1.C1(SC)C=CC=CC=1.C(=O)(O)[O-].[Na+]. Product: [CH:74]1([CH2:73][N:63]([C:52]2[CH:53]=[C:54]([O:58][CH2:59][CH2:60][O:61][CH3:62])[CH:55]=[C:56]3[C:51]=2[NH:50][C:49]([C:47]2[S:43][CH:44]([CH2:77][N:78]4[CH2:83][CH2:82][S:81](=[O:20])[CH2:80][CH2:79]4)[CH2:45][N:46]=2)=[CH:57]3)[S:64]([C:67]2[CH:72]=[CH:71][CH:70]=[CH:69][N:68]=2)(=[O:65])=[O:66])[CH2:75][CH2:76]1. The catalyst class is: 4.